This data is from Catalyst prediction with 721,799 reactions and 888 catalyst types from USPTO. The task is: Predict which catalyst facilitates the given reaction. (1) Reactant: [CH3:1][C:2]1([CH3:16])[CH2:6][O:5][C:4](=[O:7])[N:3]1[CH2:8][C:9]1[CH:14]=[CH:13][CH:12]=[CH:11][C:10]=1[NH2:15].C(N(CC)CC)C.[F:24][C:25]([F:38])([F:37])[S:26](O[S:26]([C:25]([F:38])([F:37])[F:24])(=[O:28])=[O:27])(=[O:28])=[O:27]. Product: [CH3:1][C:2]1([CH3:16])[CH2:6][O:5][C:4](=[O:7])[N:3]1[CH2:8][C:9]1[CH:14]=[CH:13][CH:12]=[CH:11][C:10]=1[NH:15][S:26]([C:25]([F:38])([F:37])[F:24])(=[O:28])=[O:27]. The catalyst class is: 22. (2) The catalyst class is: 449. Product: [F:4][C:5]1[CH:6]=[C:7]2[C:11](=[CH:12][CH:13]=1)[C:10](=[CH:14][C:15]1[CH:20]=[CH:19][C:18]([S:21]([CH3:23])(=[O:30])=[O:22])=[CH:17][CH:16]=1)[C:9]([CH3:24])=[C:8]2[CH2:25][C:26]([OH:28])=[O:27]. Reactant: C[O-].[Na+].[F:4][C:5]1[CH:6]=[C:7]2[C:11](=[CH:12][CH:13]=1)[C:10](=[CH:14][C:15]1[CH:20]=[CH:19][C:18]([S:21]([CH3:23])=[O:22])=[CH:17][CH:16]=1)[C:9]([CH3:24])=[C:8]2[CH2:25][C:26]([OH:28])=[O:27].C(=O)(O)[O-:30].[Na+].OO.[H][H]. (3) Reactant: [Br:1][C:2]1[CH:3]=[C:4]([NH:8]/[C:9](=[N:17]/[C:18]#[N:19])/OC2C=CC=CC=2)[CH:5]=[CH:6][CH:7]=1.[NH2:20][NH2:21]. Product: [Br:1][C:2]1[CH:3]=[C:4]([NH:8][C:9]2[N:17]=[C:18]([NH2:19])[NH:21][N:20]=2)[CH:5]=[CH:6][CH:7]=1. The catalyst class is: 8. (4) The catalyst class is: 34. Reactant: [CH3:1][O:2][C:3]1[C:24]2[O:23][C:10]3[C:11](=[O:22])[N:12]([C@@H:14]([CH2:18][CH:19]([CH3:21])[CH3:20])[C:15](O)=[O:16])[CH2:13][C:9]=3[CH2:8][C:7]=2[C:6]([O:25][CH3:26])=[CH:5][CH:4]=1.[CH3:27][O:28][C:29](=[O:37])[C:30]1[CH:35]=[CH:34][C:33]([NH2:36])=[N:32][CH:31]=1.ON1[C:43]2C=CC=[CH:47][C:42]=2N=N1. Product: [CH3:27][O:28][C:29](=[O:37])[C:30]1[CH:35]=[CH:34][C:33]([NH:36][C:15](=[O:16])[C@@H:14]([N:12]2[CH2:13][C:9]3[CH2:8][C:7]4[C:6]([O:25][CH3:26])=[CH:5][CH:4]=[C:3]([O:2][CH3:1])[C:24]=4[O:23][C:10]=3[C:11]2=[O:22])[CH2:18][CH:19]2[CH2:20][CH2:47][CH2:42][CH2:43][CH2:21]2)=[N:32][CH:31]=1. (5) Reactant: N#N.[CH3:3][C:4]1([C:9]2[S:10][C:11]([CH2:14][N:15]3[CH:19]=[C:18]([N+:20]([O-])=O)[CH:17]=[N:16]3)=[CH:12][N:13]=2)[O:8][CH2:7][CH2:6][O:5]1.[NH4+].[Cl-]. Product: [CH3:3][C:4]1([C:9]2[S:10][C:11]([CH2:14][N:15]3[CH:19]=[C:18]([NH2:20])[CH:17]=[N:16]3)=[CH:12][N:13]=2)[O:8][CH2:7][CH2:6][O:5]1. The catalyst class is: 314. (6) Reactant: C([O:3][C:4](=O)/[N:5]=[C:6](\OCC)/[CH3:7])C.Cl.[CH:13]([NH:16][NH2:17])([CH3:15])[CH3:14].C(N(CC)CC)C. Product: [CH:13]([N:16]1[C:4](=[O:3])[NH:5][C:6]([CH3:7])=[N:17]1)([CH3:15])[CH3:14]. The catalyst class is: 11. (7) Reactant: [N:1]1[CH:6]=[CH:5][CH:4]=[CH:3][C:2]=1[C:7]([C:9]1[CH:10]=[C:11](Br)[C:12](=[O:21])[N:13]([C:15]2[CH:20]=[CH:19][CH:18]=[CH:17][CH:16]=2)[CH:14]=1)=[O:8].[C:23]1(B(O)O)[CH:28]=[CH:27][CH:26]=[CH:25][CH:24]=1.C(=O)([O-])[O-].[Cs+].[Cs+].CN(C)C=O. Product: [N:1]1[CH:6]=[CH:5][CH:4]=[CH:3][C:2]=1[C:7]([C:9]1[CH:10]=[C:11]([C:23]2[CH:28]=[CH:27][CH:26]=[CH:25][CH:24]=2)[C:12](=[O:21])[N:13]([C:15]2[CH:20]=[CH:19][CH:18]=[CH:17][CH:16]=2)[CH:14]=1)=[O:8]. The catalyst class is: 13. (8) Reactant: [F:1][C:2]1[CH:10]=[C:9]([C:11]2[CH:16]=[CH:15][C:14]([F:17])=[CH:13][CH:12]=2)[C:8]2[N:7]3[CH2:18][CH2:19][NH:20][C:21](=[O:22])[C:6]3=[CH:5][C:4]=2[CH:3]=1.CN(C)CCN(C)C.[F:31][C:32]([F:35])([F:34])I.O. Product: [F:1][C:2]1[CH:10]=[C:9]([C:11]2[CH:16]=[CH:15][C:14]([F:17])=[CH:13][CH:12]=2)[C:8]2[N:7]3[CH2:18][CH2:19][NH:20][C:21](=[O:22])[C:6]3=[C:5]([C:32]([F:35])([F:34])[F:31])[C:4]=2[CH:3]=1. The catalyst class is: 444. (9) Reactant: [Cl:1][C:2]1[CH:3]=[CH:4][C:5]([O:34][CH:35]([F:37])[F:36])=[C:6]([C:8]2[C:12]([NH:13][C:14]([C:16]3[CH:17]=[N:18][N:19]4[CH:24]=[CH:23][CH:22]=[N:21][C:20]=34)=[O:15])=[CH:11][N:10]([CH2:25][CH2:26][NH:27][CH2:28][C:29]([O:31][CH2:32][CH3:33])=[O:30])[N:9]=2)[CH:7]=1.CC(O)=O.[N:42]1[CH:47]=[CH:46][CH:45]=[C:44]([CH:48]=O)[CH:43]=1.[BH3-]C#N.[Na+]. Product: [Cl:1][C:2]1[CH:3]=[CH:4][C:5]([O:34][CH:35]([F:37])[F:36])=[C:6]([C:8]2[C:12]([NH:13][C:14]([C:16]3[CH:17]=[N:18][N:19]4[CH:24]=[CH:23][CH:22]=[N:21][C:20]=34)=[O:15])=[CH:11][N:10]([CH2:25][CH2:26][N:27]([CH2:48][C:44]3[CH:43]=[N:42][CH:47]=[CH:46][CH:45]=3)[CH2:28][C:29]([O:31][CH2:32][CH3:33])=[O:30])[N:9]=2)[CH:7]=1. The catalyst class is: 14. (10) Reactant: CON(C)[C:4]([C:6]1[C:7]([CH3:11])=[N:8][O:9][CH:10]=1)=[O:5].[CH3:13][Mg]Br.Cl. Product: [CH3:11][C:7]1[C:6]([C:4](=[O:5])[CH3:13])=[CH:10][O:9][N:8]=1. The catalyst class is: 1.